This data is from Full USPTO retrosynthesis dataset with 1.9M reactions from patents (1976-2016). The task is: Predict the reactants needed to synthesize the given product. Given the product [C:17]([C:20]1[CH:21]=[C:22]([NH:26][C:27]([NH:16][C:10]2[CH:11]=[CH:12][C:13]([O:14][CH3:15])=[C:8]([C:3]3[N:4]([CH3:7])[N:5]=[CH:6][C:2]=3[Br:1])[CH:9]=2)=[O:28])[CH:23]=[CH:24][CH:25]=1)(=[O:19])[CH3:18], predict the reactants needed to synthesize it. The reactants are: [Br:1][C:2]1[CH:6]=[N:5][N:4]([CH3:7])[C:3]=1[C:8]1[CH:9]=[C:10]([NH2:16])[CH:11]=[CH:12][C:13]=1[O:14][CH3:15].[C:17]([C:20]1[CH:21]=[C:22]([N:26]=[C:27]=[O:28])[CH:23]=[CH:24][CH:25]=1)(=[O:19])[CH3:18].